This data is from Full USPTO retrosynthesis dataset with 1.9M reactions from patents (1976-2016). The task is: Predict the reactants needed to synthesize the given product. (1) The reactants are: [CH3:1][O:2][C:3](=[O:12])[CH2:4][C:5]1[CH:6]=[N:7][CH:8]=[C:9](Br)[CH:10]=1.C1(P(C2CCCCC2)C2C=CC=CC=2C2C(OC)=CC=CC=2OC)CCCCC1.P([O-])([O-])([O-])=O.[K+].[K+].[K+].[CH2:50]([C:52]([C:70]1[CH:83]=[CH:82][C:73]([O:74][CH2:75][CH:76]([OH:81])[C:77]([CH3:80])([CH3:79])[CH3:78])=[C:72]([CH3:84])[CH:71]=1)([C:55]1[CH:60]=[CH:59][C:58](B2OC(C)(C)C(C)(C)O2)=[CH:57][CH:56]=1)[CH2:53][CH3:54])[CH3:51].C(=O)(O)[O-].[Na+]. Given the product [CH3:1][O:2][C:3](=[O:12])[CH2:4][C:5]1[CH:6]=[N:7][CH:8]=[C:9]([C:58]2[CH:57]=[CH:56][C:55]([C:52]([CH2:50][CH3:51])([C:70]3[CH:83]=[CH:82][C:73]([O:74][CH2:75][CH:76]([OH:81])[C:77]([CH3:78])([CH3:79])[CH3:80])=[C:72]([CH3:84])[CH:71]=3)[CH2:53][CH3:54])=[CH:60][CH:59]=2)[CH:10]=1, predict the reactants needed to synthesize it. (2) Given the product [NH2:9][C:4]1[CH:5]=[C:6]([CH3:8])[CH:7]=[C:2]([CH3:1])[C:3]=1[S:12]([NH:15][C@H:16]([CH2:20][N:21]1[C:29]2[C:24](=[CH:25][CH:26]=[CH:27][CH:28]=2)[C:23]([CH3:30])=[CH:22]1)[CH:17]([CH3:18])[CH3:19])(=[O:14])=[O:13], predict the reactants needed to synthesize it. The reactants are: [CH3:1][C:2]1[CH:7]=[C:6]([CH3:8])[CH:5]=[C:4]([N+:9]([O-])=O)[C:3]=1[S:12]([NH:15][C@H:16]([CH2:20][N:21]1[C:29]2[C:24](=[CH:25][CH:26]=[CH:27][CH:28]=2)[C:23]([CH3:30])=[CH:22]1)[CH:17]([CH3:19])[CH3:18])(=[O:14])=[O:13].Cl. (3) Given the product [C:21]([C:20]1[CH:23]=[C:16]([C:14]2[O:13][N:12]=[C:11]([C:6]3[CH:7]=[CH:8][CH:9]=[C:10]4[C:5]=3[CH2:4][CH2:3][C@H:2]4[NH:1][CH2:35][CH2:36][C:37]([O:39][CH3:40])=[O:38])[N:15]=2)[CH:17]=[CH:18][C:19]=1[O:24][CH:25]([CH3:27])[CH3:26])#[N:22], predict the reactants needed to synthesize it. The reactants are: [NH2:1][C@H:2]1[C:10]2[C:5](=[C:6]([C:11]3[N:15]=[C:14]([C:16]4[CH:17]=[CH:18][C:19]([O:24][CH:25]([CH3:27])[CH3:26])=[C:20]([CH:23]=4)[C:21]#[N:22])[O:13][N:12]=3)[CH:7]=[CH:8][CH:9]=2)[CH2:4][CH2:3]1.C([O-])([O-])=O.[K+].[K+].Br[CH2:35][CH2:36][C:37]([O:39][CH3:40])=[O:38]. (4) Given the product [C:19]([C:10]1[C:11]2[C:16](=[CH:15][C:14]([O:17][CH3:18])=[CH:13][CH:12]=2)[N:8]([CH2:7][C:6]([OH:22])=[O:5])[CH:9]=1)(=[O:21])[NH2:20], predict the reactants needed to synthesize it. The reactants are: C([O:5][C:6](=[O:22])[CH2:7][N:8]1[C:16]2[C:11](=[CH:12][CH:13]=[C:14]([O:17][CH3:18])[CH:15]=2)[C:10]([C:19](=[O:21])[NH2:20])=[CH:9]1)(C)(C)C.C(O)(C(F)(F)F)=O.CO.